This data is from Full USPTO retrosynthesis dataset with 1.9M reactions from patents (1976-2016). The task is: Predict the reactants needed to synthesize the given product. (1) Given the product [CH2:27]1[N:26]([CH2:25][C:22]2[O:21][C:20]([C:4]3[CH:3]=[C:2]([C:40]4[CH:41]=[C:42]([NH:43][S:44]([CH3:47])(=[O:45])=[O:46])[C:37]([O:36][CH3:35])=[N:38][CH:39]=4)[CH:10]=[C:9]4[C:5]=3[CH:6]=[N:7][N:8]4[S:11]([C:14]3[CH:15]=[CH:16][CH:17]=[CH:18][CH:19]=3)(=[O:12])=[O:13])=[N:24][N:23]=2)[CH2:31][CH2:30][N:29]2[CH2:32][CH2:33][CH2:34][C@@H:28]12, predict the reactants needed to synthesize it. The reactants are: Br[C:2]1[CH:10]=[C:9]2[C:5]([CH:6]=[N:7][N:8]2[S:11]([C:14]2[CH:19]=[CH:18][CH:17]=[CH:16][CH:15]=2)(=[O:13])=[O:12])=[C:4]([C:20]2[O:21][C:22]([CH2:25][N:26]3[CH2:31][CH2:30][N:29]4[CH2:32][CH2:33][CH2:34][C@H:28]4[CH2:27]3)=[N:23][N:24]=2)[CH:3]=1.[CH3:35][O:36][C:37]1[C:42]([NH:43][S:44]([CH3:47])(=[O:46])=[O:45])=[CH:41][C:40](B2OC(C)(C)C(C)(C)O2)=[CH:39][N:38]=1.[O-]P([O-])([O-])=O.[K+].[K+].[K+]. (2) Given the product [Br:1][C:2]1[CH:11]=[C:10]2[C:5]([C:6]([O:12][S:15]([C:14]([F:27])([F:26])[F:13])(=[O:17])=[O:16])=[CH:7][CH:8]=[N:9]2)=[CH:4][CH:3]=1, predict the reactants needed to synthesize it. The reactants are: [Br:1][C:2]1[CH:11]=[C:10]2[C:5]([C:6]([OH:12])=[CH:7][CH:8]=[N:9]2)=[CH:4][CH:3]=1.[F:13][C:14]([F:27])([F:26])[S:15](O[S:15]([C:14]([F:27])([F:26])[F:13])(=[O:17])=[O:16])(=[O:17])=[O:16]. (3) Given the product [F:48][C:35]1[C:36]([F:47])=[C:37]([C:40]2[CH:45]=[CH:44][C:43]([F:46])=[CH:42][N:41]=2)[CH:38]=[CH:39][C:34]=1[C:32](=[O:33])[C:31]([P:26](=[O:30])([O:27][CH2:28][CH3:29])[O:25][CH2:23][CH3:24])([F:49])[F:50], predict the reactants needed to synthesize it. The reactants are: CC(OI1(OC(C)=O)(OC(C)=O)OC(=O)C2C=CC=CC1=2)=O.[CH2:23]([O:25][P:26]([C:31]([F:50])([F:49])[CH:32]([C:34]1[CH:39]=[CH:38][C:37]([C:40]2[CH:45]=[CH:44][C:43]([F:46])=[CH:42][N:41]=2)=[C:36]([F:47])[C:35]=1[F:48])[OH:33])(=[O:30])[O:27][CH2:28][CH3:29])[CH3:24].C(=O)(O)[O-].[Na+].S([O-])([O-])(=O)=S.[Na+].[Na+]. (4) Given the product [IH:1].[F:3][C:4]1[CH:5]=[C:6]([NH:17][C:18]([S:19][CH3:2])=[NH:20])[CH:7]=[C:8]([F:16])[C:9]=1[N:10]1[CH:14]=[N:13][C:12]([CH3:15])=[N:11]1, predict the reactants needed to synthesize it. The reactants are: [I:1][CH3:2].[F:3][C:4]1[CH:5]=[C:6]([NH:17][C:18]([NH2:20])=[S:19])[CH:7]=[C:8]([F:16])[C:9]=1[N:10]1[CH:14]=[N:13][C:12]([CH3:15])=[N:11]1. (5) Given the product [OH:3][CH2:4][CH2:5][CH:6]1[S:10][C:9]([C:11]2[NH:12][C:13]3[C:18]([CH:19]=2)=[C:17]([CH3:20])[CH:16]=[CH:15][C:14]=3[N:21]([CH3:30])[S:22]([C:25]2[S:26][CH:27]=[CH:28][CH:29]=2)(=[O:24])=[O:23])=[N:8][CH2:7]1, predict the reactants needed to synthesize it. The reactants are: C([O:3][C:4](=O)[CH2:5][CH:6]1[S:10][C:9]([C:11]2[NH:12][C:13]3[C:18]([CH:19]=2)=[C:17]([CH3:20])[CH:16]=[CH:15][C:14]=3[N:21]([CH3:30])[S:22]([C:25]2[S:26][CH:27]=[CH:28][CH:29]=2)(=[O:24])=[O:23])=[N:8][CH2:7]1)C.[BH4-].[Li+].O1CCCC1.C(O)(=O)CC(CC(O)=O)(C(O)=O)O. (6) Given the product [CH3:1][C:2]1[CH:7]=[CH:6][C:5]([S:8]([O:11][CH2:12][CH:13]2[CH2:17][C:16]3[C:18]([C:25]4[CH:26]=[CH:27][CH:28]=[CH:29][C:24]=4[CH3:23])=[CH:19][CH:20]=[CH:21][C:15]=3[O:14]2)(=[O:10])=[O:9])=[CH:4][CH:3]=1, predict the reactants needed to synthesize it. The reactants are: [CH3:1][C:2]1[CH:7]=[CH:6][C:5]([S:8]([O:11][CH2:12][CH:13]2[CH2:17][C:16]3[C:18](Br)=[CH:19][CH:20]=[CH:21][C:15]=3[O:14]2)(=[O:10])=[O:9])=[CH:4][CH:3]=1.[CH3:23][C:24]1[CH:29]=[CH:28][CH:27]=[CH:26][C:25]=1B(O)O.C(=O)([O-])[O-].[K+].[K+]. (7) Given the product [F:50][CH:48]([F:49])[C:46]1[CH:45]=[CH:44][N:43]=[C:42]([NH:41][C:36]2[CH:35]=[C:34]([C:32]3[CH:31]=[N:30][N:29]([CH2:28][CH2:27][NH:26][C:13]([CH:10]4[CH2:12][CH2:11]4)=[O:15])[CH:33]=3)[CH:39]=[C:38]([CH3:40])[CH:37]=2)[N:47]=1, predict the reactants needed to synthesize it. The reactants are: C(N(CC)C(C)C)(C)C.[CH:10]1([C:13]([OH:15])=O)[CH2:12][CH2:11]1.[Cl-].ClC1N(C)CC[NH+]1C.Cl.[NH2:26][CH2:27][CH2:28][N:29]1[CH:33]=[C:32]([C:34]2[CH:35]=[C:36]([NH:41][C:42]3[N:47]=[C:46]([CH:48]([F:50])[F:49])[CH:45]=[CH:44][N:43]=3)[CH:37]=[C:38]([CH3:40])[CH:39]=2)[CH:31]=[N:30]1. (8) Given the product [CH2:9]([O:1][C:35](=[O:34])[CH2:31][CH2:32]/[C:28](/[CH3:29])=[CH:27]/[CH2:26][CH2:3][OH:4])[CH:10]=[CH2:11], predict the reactants needed to synthesize it. The reactants are: [OH-:1].[Na+].[C:3]([O-])([O-])=[O:4].[K+].[K+].[CH2:9](Br)[CH:10]=[CH2:11].[CH3:26][CH2:27][CH2:28][CH2:29][N+]([CH2:26][CH2:27][CH2:28][CH3:29])([CH2:26][CH2:27][CH2:28][CH3:29])[CH2:26][CH2:27][CH2:28][CH3:29].[F-].[CH2:31]1[CH2:35][O:34]C[CH2:32]1. (9) The reactants are: Cl[C:2](Cl)([O:4]C(=O)OC(Cl)(Cl)Cl)Cl.[CH2:13]([N:15]1[C:19]2[N:20]=[C:21]([C:31]3[CH:37]=[CH:36][C:34]([NH2:35])=[CH:33][CH:32]=3)[N:22]=[C:23]([N:24]3[CH2:29][CH2:28][O:27][CH2:26][C@@H:25]3[CH3:30])[C:18]=2[N:17]=[N:16]1)[CH3:14].[CH3:38][O:39][C:40]1[CH:46]=[CH:45][C:43]([NH2:44])=[CH:42][CH:41]=1.CCN(CC)CC. Given the product [CH2:13]([N:15]1[C:19]2[N:20]=[C:21]([C:31]3[CH:37]=[CH:36][C:34]([NH:35][C:2]([NH:44][C:43]4[CH:45]=[CH:46][C:40]([O:39][CH3:38])=[CH:41][CH:42]=4)=[O:4])=[CH:33][CH:32]=3)[N:22]=[C:23]([N:24]3[CH2:29][CH2:28][O:27][CH2:26][C@@H:25]3[CH3:30])[C:18]=2[N:17]=[N:16]1)[CH3:14], predict the reactants needed to synthesize it. (10) The reactants are: [C:1]([N:8]1[CH2:12][CH2:11][C@@H:10]([OH:13])[CH2:9]1)([O:3][C:4]([CH3:7])([CH3:6])[CH3:5])=[O:2].CCN(CC)CC.[CH3:21][S:22](Cl)(=[O:24])=[O:23]. Given the product [CH3:21][S:22]([O:13][C@@H:10]1[CH2:11][CH2:12][N:8]([C:1]([O:3][C:4]([CH3:7])([CH3:6])[CH3:5])=[O:2])[CH2:9]1)(=[O:24])=[O:23].[S:22]([OH:24])(=[O:2])(=[O:23])[CH3:21], predict the reactants needed to synthesize it.